Task: Predict the product of the given reaction.. Dataset: Forward reaction prediction with 1.9M reactions from USPTO patents (1976-2016) (1) The product is: [NH2:42][S:39]([O:38][C@@H:34]1[CH2:35][CH2:36][CH2:37][N:32]([C:10]2[N:11]=[C:12]3[CH:19]=[C:18]([C:20]([NH:22][C:23]4[S:24][CH:25]=[C:26]([C:28]([CH3:31])([CH3:30])[CH3:29])[N:27]=4)=[O:21])[CH:17]=[CH:16][N:13]3[C:14](=[O:15])[C:9]=2/[CH:8]=[CH:7]/[C:6]([OH:43])=[O:5])[CH2:33]1)(=[O:40])=[O:41]. Given the reactants C([O:5][C:6](=[O:43])/[CH:7]=[CH:8]/[C:9]1[C:14](=[O:15])[N:13]2[CH:16]=[CH:17][C:18]([C:20]([NH:22][C:23]3[S:24][CH:25]=[C:26]([C:28]([CH3:31])([CH3:30])[CH3:29])[N:27]=3)=[O:21])=[CH:19][C:12]2=[N:11][C:10]=1[N:32]1[CH2:37][CH2:36][CH2:35][C@@H:34]([O:38][S:39]([NH2:42])(=[O:41])=[O:40])[CH2:33]1)(C)(C)C, predict the reaction product. (2) Given the reactants [NH2:1][C:2](N)=[NH:3].[CH3:5][O:6][C:7]1[CH:8]=[C:9]([CH2:15][CH2:16][NH:17][C:18]2[N:23]=[C:22]([C:24]3[CH:33]=[C:32]([N:34]4[CH2:39][CH2:38][NH:37][CH2:36][CH2:35]4)[C:31]4[C:26](=[CH:27][CH:28]=[C:29]([O:40][CH3:41])[CH:30]=4)[CH:25]=3)[CH:21]=[CH:20][N:19]=2)[CH:10]=[CH:11][C:12]=1[O:13][CH3:14], predict the reaction product. The product is: [CH3:5][O:6][C:7]1[CH:8]=[C:9]([CH2:15][CH2:16][NH:17][C:18]2[N:23]=[C:22]([C:24]3[CH:33]=[C:32]([N:34]4[CH2:39][CH2:38][N:37]([C:2](=[NH:1])[NH2:3])[CH2:36][CH2:35]4)[C:31]4[C:26]([CH:25]=3)=[CH:27][CH:28]=[C:29]([O:40][CH3:41])[CH:30]=4)[CH:21]=[CH:20][N:19]=2)[CH:10]=[CH:11][C:12]=1[O:13][CH3:14]. (3) Given the reactants Br[C:2]1[CH:7]=[C:6]([F:8])[C:5]([C:9]([N:11]2[CH2:16][CH2:15][N:14]([C:17]3[C:22]([CH3:23])=[CH:21][C:20]([CH3:24])=[CH:19][N:18]=3)[CH2:13][CH2:12]2)=[O:10])=[C:4]([F:25])[CH:3]=1.[I-:26].[Na+], predict the reaction product. The product is: [F:8][C:6]1[CH:7]=[C:2]([I:26])[CH:3]=[C:4]([F:25])[C:5]=1[C:9]([N:11]1[CH2:16][CH2:15][N:14]([C:17]2[C:22]([CH3:23])=[CH:21][C:20]([CH3:24])=[CH:19][N:18]=2)[CH2:13][CH2:12]1)=[O:10]. (4) Given the reactants [F:1][C:2]1[CH:3]=[C:4]([CH:8]=[CH:9][C:10]=1[F:11])[C:5]([NH2:7])=O.P12(SP3(SP(SP(S3)(S1)=S)(=S)S2)=S)=[S:13], predict the reaction product. The product is: [F:1][C:2]1[CH:3]=[C:4]([CH:8]=[CH:9][C:10]=1[F:11])[C:5]([NH2:7])=[S:13]. (5) Given the reactants [OH:1][CH:2]([C:7]#[N:8])[CH2:3][CH2:4][S:5][CH3:6].[CH3:9][C:10]([CH3:12])=O.C(OC(=O)C)(=[O:15])C.S(=O)(=O)(O)O, predict the reaction product. The product is: [CH3:9][C:10]1([CH3:12])[NH:8][C:7](=[O:15])[CH:2]([CH2:3][CH2:4][S:5][CH3:6])[O:1]1.